From a dataset of NCI-60 drug combinations with 297,098 pairs across 59 cell lines. Regression. Given two drug SMILES strings and cell line genomic features, predict the synergy score measuring deviation from expected non-interaction effect. (1) Drug 1: CS(=O)(=O)C1=CC(=C(C=C1)C(=O)NC2=CC(=C(C=C2)Cl)C3=CC=CC=N3)Cl. Drug 2: CC1CCC2CC(C(=CC=CC=CC(CC(C(=O)C(C(C(=CC(C(=O)CC(OC(=O)C3CCCCN3C(=O)C(=O)C1(O2)O)C(C)CC4CCC(C(C4)OC)O)C)C)O)OC)C)C)C)OC. Cell line: HCT116. Synergy scores: CSS=26.6, Synergy_ZIP=6.58, Synergy_Bliss=7.17, Synergy_Loewe=-10.6, Synergy_HSA=7.57. (2) Drug 1: CC1C(C(=O)NC(C(=O)N2CCCC2C(=O)N(CC(=O)N(C(C(=O)O1)C(C)C)C)C)C(C)C)NC(=O)C3=C4C(=C(C=C3)C)OC5=C(C(=O)C(=C(C5=N4)C(=O)NC6C(OC(=O)C(N(C(=O)CN(C(=O)C7CCCN7C(=O)C(NC6=O)C(C)C)C)C)C(C)C)C)N)C. Drug 2: CN(CC1=CN=C2C(=N1)C(=NC(=N2)N)N)C3=CC=C(C=C3)C(=O)NC(CCC(=O)O)C(=O)O. Cell line: SW-620. Synergy scores: CSS=47.1, Synergy_ZIP=4.86, Synergy_Bliss=5.70, Synergy_Loewe=-9.14, Synergy_HSA=6.43. (3) Drug 1: CCC1(CC2CC(C3=C(CCN(C2)C1)C4=CC=CC=C4N3)(C5=C(C=C6C(=C5)C78CCN9C7C(C=CC9)(C(C(C8N6C=O)(C(=O)OC)O)OC(=O)C)CC)OC)C(=O)OC)O.OS(=O)(=O)O. Drug 2: CC1=C(C(=CC=C1)Cl)NC(=O)C2=CN=C(S2)NC3=CC(=NC(=N3)C)N4CCN(CC4)CCO. Cell line: BT-549. Synergy scores: CSS=18.6, Synergy_ZIP=-4.85, Synergy_Bliss=0.764, Synergy_Loewe=-7.94, Synergy_HSA=-0.547. (4) Drug 1: CC=C1C(=O)NC(C(=O)OC2CC(=O)NC(C(=O)NC(CSSCCC=C2)C(=O)N1)C(C)C)C(C)C. Drug 2: CC(C)(C#N)C1=CC(=CC(=C1)CN2C=NC=N2)C(C)(C)C#N. Cell line: MDA-MB-435. Synergy scores: CSS=7.54, Synergy_ZIP=-0.0780, Synergy_Bliss=3.90, Synergy_Loewe=-2.65, Synergy_HSA=0.437. (5) Drug 1: CN1CCC(CC1)COC2=C(C=C3C(=C2)N=CN=C3NC4=C(C=C(C=C4)Br)F)OC. Drug 2: CN(C)N=NC1=C(NC=N1)C(=O)N. Cell line: HT29. Synergy scores: CSS=8.33, Synergy_ZIP=-2.31, Synergy_Bliss=1.12, Synergy_Loewe=-2.65, Synergy_HSA=-0.947. (6) Drug 1: CC1C(C(=O)NC(C(=O)N2CCCC2C(=O)N(CC(=O)N(C(C(=O)O1)C(C)C)C)C)C(C)C)NC(=O)C3=C4C(=C(C=C3)C)OC5=C(C(=O)C(=C(C5=N4)C(=O)NC6C(OC(=O)C(N(C(=O)CN(C(=O)C7CCCN7C(=O)C(NC6=O)C(C)C)C)C)C(C)C)C)N)C. Drug 2: CC=C1C(=O)NC(C(=O)OC2CC(=O)NC(C(=O)NC(CSSCCC=C2)C(=O)N1)C(C)C)C(C)C. Cell line: HT29. Synergy scores: CSS=28.7, Synergy_ZIP=-1.30, Synergy_Bliss=-0.869, Synergy_Loewe=-22.2, Synergy_HSA=-2.64. (7) Drug 1: CC(CN1CC(=O)NC(=O)C1)N2CC(=O)NC(=O)C2. Drug 2: CN(CC1=CN=C2C(=N1)C(=NC(=N2)N)N)C3=CC=C(C=C3)C(=O)NC(CCC(=O)O)C(=O)O. Cell line: SNB-75. Synergy scores: CSS=14.4, Synergy_ZIP=-7.62, Synergy_Bliss=-0.112, Synergy_Loewe=-0.109, Synergy_HSA=0.122.